From a dataset of TCR-epitope binding with 47,182 pairs between 192 epitopes and 23,139 TCRs. Binary Classification. Given a T-cell receptor sequence (or CDR3 region) and an epitope sequence, predict whether binding occurs between them. (1) The epitope is TPRVTGGGAM. The TCR CDR3 sequence is CASSPGTGYEQYF. Result: 0 (the TCR does not bind to the epitope). (2) The epitope is FLNGSCGSV. The TCR CDR3 sequence is CASSLPGLAGEQYGANEQFF. Result: 1 (the TCR binds to the epitope). (3) Result: 1 (the TCR binds to the epitope). The epitope is FLPRVFSAV. The TCR CDR3 sequence is CASSLRGGNTEAFF. (4) The epitope is QECVRGTTVL. The TCR CDR3 sequence is CATSEGGANTGELFF. Result: 0 (the TCR does not bind to the epitope). (5) The epitope is VTEHDTLLY. The TCR CDR3 sequence is CASSLGLDETQYF. Result: 0 (the TCR does not bind to the epitope).